From a dataset of Catalyst prediction with 721,799 reactions and 888 catalyst types from USPTO. Predict which catalyst facilitates the given reaction. (1) Reactant: [CH3:1][C:2]1[CH:7]=[C:6]([C:8]2[C:12]3[CH:13]=[C:14]4[C:19](=[CH:20][C:11]=3[N:10]([C:30]([C:43]3[CH:48]=[CH:47][CH:46]=[CH:45][CH:44]=3)([C:37]3[CH:42]=[CH:41][CH:40]=[CH:39][CH:38]=3)[C:31]3[CH:36]=[CH:35][CH:34]=[CH:33][CH:32]=3)[N:9]=2)[NH:18][C:17](=[O:21])[C:16]([C:22]([C:24]2[CH:29]=[CH:28][CH:27]=[CH:26][CH:25]=2)=[CH2:23])=[CH:15]4)[CH:5]=[CH:4][N:3]=1.[OH2:49].[OH-].[Na+].OO. Product: [OH:49][CH2:23][CH:22]([C:16]1[C:17](=[O:21])[NH:18][C:19]2[C:14]([CH:15]=1)=[CH:13][C:12]1[C:8]([C:6]3[CH:5]=[CH:4][N:3]=[C:2]([CH3:1])[CH:7]=3)=[N:9][N:10]([C:30]([C:37]3[CH:38]=[CH:39][CH:40]=[CH:41][CH:42]=3)([C:43]3[CH:48]=[CH:47][CH:46]=[CH:45][CH:44]=3)[C:31]3[CH:32]=[CH:33][CH:34]=[CH:35][CH:36]=3)[C:11]=1[CH:20]=2)[C:24]1[CH:29]=[CH:28][CH:27]=[CH:26][CH:25]=1. The catalyst class is: 1. (2) Reactant: [C:1]1([C:7]([C:23]2[CH:28]=[CH:27][CH:26]=[CH:25][CH:24]=2)([C:17]2[CH:22]=[CH:21][CH:20]=[CH:19][CH:18]=2)[NH:8][C@H:9]([C:13]([O:15][CH3:16])=[O:14])[C@@H:10]([CH3:12])O)[CH:6]=[CH:5][CH:4]=[CH:3][CH:2]=1.CS(Cl)(=O)=O.C(N(CC)CC)C. Product: [CH3:12][C@@H:10]1[N:8]([C:7]([C:17]2[CH:18]=[CH:19][CH:20]=[CH:21][CH:22]=2)([C:23]2[CH:28]=[CH:27][CH:26]=[CH:25][CH:24]=2)[C:1]2[CH:2]=[CH:3][CH:4]=[CH:5][CH:6]=2)[C@H:9]1[C:13]([O:15][CH3:16])=[O:14]. The catalyst class is: 17.